Dataset: Forward reaction prediction with 1.9M reactions from USPTO patents (1976-2016). Task: Predict the product of the given reaction. (1) The product is: [N:6]1[CH:7]=[CH:8][N:9]=[CH:10][C:5]=1[C:3]([NH:12][NH2:13])=[O:2]. Given the reactants C[O:2][C:3]([C:5]1[CH:10]=[N:9][CH:8]=[CH:7][N:6]=1)=O.O.[NH2:12][NH2:13], predict the reaction product. (2) The product is: [F:18][C:19]1[CH:25]=[CH:24][C:22](/[N:23]=[CH:1]/[C:3]2[CH:17]=[CH:16][C:6]([O:7][CH2:8][C:9]([O:11][C:12]([CH3:15])([CH3:14])[CH3:13])=[O:10])=[CH:5][CH:4]=2)=[CH:21][CH:20]=1. Given the reactants [CH:1]([C:3]1[CH:17]=[CH:16][C:6]([O:7][CH2:8][C:9]([O:11][C:12]([CH3:15])([CH3:14])[CH3:13])=[O:10])=[CH:5][CH:4]=1)=O.[F:18][C:19]1[CH:25]=[CH:24][C:22]([NH2:23])=[CH:21][CH:20]=1.C1(C)C=CC(S(O)(=O)=O)=CC=1, predict the reaction product. (3) Given the reactants [NH:1]1[C:5]2[CH:6]=[CH:7][CH:8]=[CH:9][C:4]=2[N:3]=[N:2]1.[Cl:10][C:11]1[CH:19]=[CH:18][C:14]([C:15]([NH2:17])=[O:16])=[CH:13][CH:12]=1.[CH3:20][C:21]([CH3:26])([CH3:25])[CH2:22][CH:23]=O.C1(C)C=CC(S(O)(=O)=O)=CC=1, predict the reaction product. The product is: [N:1]1([CH:23]([NH:17][C:15](=[O:16])[C:14]2[CH:18]=[CH:19][C:11]([Cl:10])=[CH:12][CH:13]=2)[CH2:22][C:21]([CH3:26])([CH3:25])[CH3:20])[C:5]2[CH:6]=[CH:7][CH:8]=[CH:9][C:4]=2[N:3]=[N:2]1. (4) Given the reactants [Cl:1][C:2]1[CH:3]=[CH:4][C:5]([C:38]#[N:39])=[C:6]([C:8]2[C:13]([O:14][CH3:15])=[CH:12][N:11]([CH:16]([CH:34]([CH3:36])[CH3:35])[C:17]([NH:19][C:20]3[CH:21]=[CH:22][C:23]4[N:27]=[C:26]([C:28]([O:30]CC)=[O:29])[NH:25][C:24]=4[CH:33]=3)=[O:18])[C:10](=[O:37])[CH:9]=2)[CH:7]=1.[OH-].[Li+], predict the reaction product. The product is: [Cl:1][C:2]1[CH:3]=[CH:4][C:5]([C:38]#[N:39])=[C:6]([C:8]2[C:13]([O:14][CH3:15])=[CH:12][N:11]([CH:16]([CH:34]([CH3:36])[CH3:35])[C:17]([NH:19][C:20]3[CH:21]=[CH:22][C:23]4[N:27]=[C:26]([C:28]([OH:30])=[O:29])[NH:25][C:24]=4[CH:33]=3)=[O:18])[C:10](=[O:37])[CH:9]=2)[CH:7]=1.